From a dataset of NCI-60 drug combinations with 297,098 pairs across 59 cell lines. Regression. Given two drug SMILES strings and cell line genomic features, predict the synergy score measuring deviation from expected non-interaction effect. (1) Drug 1: CN(CC1=CN=C2C(=N1)C(=NC(=N2)N)N)C3=CC=C(C=C3)C(=O)NC(CCC(=O)O)C(=O)O. Drug 2: CN1C(=O)N2C=NC(=C2N=N1)C(=O)N. Cell line: SNB-19. Synergy scores: CSS=16.6, Synergy_ZIP=1.18, Synergy_Bliss=-2.15, Synergy_Loewe=-62.4, Synergy_HSA=-4.44. (2) Drug 1: CS(=O)(=O)C1=CC(=C(C=C1)C(=O)NC2=CC(=C(C=C2)Cl)C3=CC=CC=N3)Cl. Drug 2: C(CC(=O)O)C(=O)CN.Cl. Cell line: HCT-15. Synergy scores: CSS=7.06, Synergy_ZIP=-2.06, Synergy_Bliss=-3.78, Synergy_Loewe=-6.57, Synergy_HSA=-4.99. (3) Drug 1: C1CCC(CC1)NC(=O)N(CCCl)N=O. Drug 2: CC(C)(C#N)C1=CC(=CC(=C1)CN2C=NC=N2)C(C)(C)C#N. Cell line: U251. Synergy scores: CSS=25.9, Synergy_ZIP=-8.63, Synergy_Bliss=-3.48, Synergy_Loewe=-3.13, Synergy_HSA=-2.98. (4) Drug 1: CC1=C(C=C(C=C1)C(=O)NC2=CC(=CC(=C2)C(F)(F)F)N3C=C(N=C3)C)NC4=NC=CC(=N4)C5=CN=CC=C5. Drug 2: CCN(CC)CCCC(C)NC1=C2C=C(C=CC2=NC3=C1C=CC(=C3)Cl)OC. Cell line: NCI/ADR-RES. Synergy scores: CSS=16.0, Synergy_ZIP=-3.17, Synergy_Bliss=-3.12, Synergy_Loewe=-2.65, Synergy_HSA=-3.67. (5) Drug 1: COC1=NC(=NC2=C1N=CN2C3C(C(C(O3)CO)O)O)N. Drug 2: C1CN(CCN1C(=O)CCBr)C(=O)CCBr. Cell line: HL-60(TB). Synergy scores: CSS=71.0, Synergy_ZIP=-1.09, Synergy_Bliss=-0.163, Synergy_Loewe=-0.368, Synergy_HSA=3.55. (6) Drug 1: CC1=CC2C(CCC3(C2CCC3(C(=O)C)OC(=O)C)C)C4(C1=CC(=O)CC4)C. Drug 2: CC1CCC2CC(C(=CC=CC=CC(CC(C(=O)C(C(C(=CC(C(=O)CC(OC(=O)C3CCCCN3C(=O)C(=O)C1(O2)O)C(C)CC4CCC(C(C4)OC)OCCO)C)C)O)OC)C)C)C)OC. Cell line: NCI-H522. Synergy scores: CSS=22.9, Synergy_ZIP=0.0105, Synergy_Bliss=6.76, Synergy_Loewe=-9.23, Synergy_HSA=6.46. (7) Drug 1: CC(C)CN1C=NC2=C1C3=CC=CC=C3N=C2N. Drug 2: C1C(C(OC1N2C=NC(=NC2=O)N)CO)O. Cell line: CCRF-CEM. Synergy scores: CSS=25.8, Synergy_ZIP=6.28, Synergy_Bliss=5.40, Synergy_Loewe=-6.58, Synergy_HSA=-0.0344.